Dataset: Catalyst prediction with 721,799 reactions and 888 catalyst types from USPTO. Task: Predict which catalyst facilitates the given reaction. (1) Reactant: C(OC([NH:11][C:12]1[CH:17]=[CH:16][C:15]([CH3:18])=[C:14]([N:19]2[C:28](=[O:29])[C:27]3[C:22](=[CH:23][CH:24]=[C:25]([Br:30])[CH:26]=3)[N:21]=[CH:20]2)[CH:13]=1)=O)C1C=CC=CC=1. Product: [NH2:11][C:12]1[CH:17]=[CH:16][C:15]([CH3:18])=[C:14]([N:19]2[C:28](=[O:29])[C:27]3[C:22](=[CH:23][CH:24]=[C:25]([Br:30])[CH:26]=3)[N:21]=[CH:20]2)[CH:13]=1. The catalyst class is: 570. (2) Reactant: [F:1][C:2]([F:11])([F:10])[CH:3]1[CH2:8][CH2:7][CH:6]([OH:9])[CH2:5][CH2:4]1.[H-].[Na+].Br[CH2:15][C:16]1[C:39]([Cl:40])=[CH:38][C:19]2[C:20]([N:23]([C:31]([O:33][C:34]([CH3:37])([CH3:36])[CH3:35])=[O:32])[C:24](=[O:30])[O:25][C:26]([CH3:29])([CH3:28])[CH3:27])=[N:21][O:22][C:18]=2[CH:17]=1. The catalyst class is: 807. Product: [C:26]([O:25][C:24]([N:23]([C:20]1[C:19]2[CH:38]=[C:39]([Cl:40])[C:16]([CH2:15][O:9][CH:6]3[CH2:5][CH2:4][CH:3]([C:2]([F:10])([F:11])[F:1])[CH2:8][CH2:7]3)=[CH:17][C:18]=2[O:22][N:21]=1)[C:31](=[O:32])[O:33][C:34]([CH3:37])([CH3:36])[CH3:35])=[O:30])([CH3:27])([CH3:28])[CH3:29].